From a dataset of Catalyst prediction with 721,799 reactions and 888 catalyst types from USPTO. Predict which catalyst facilitates the given reaction. (1) Reactant: [Li][C:2]([CH3:5])([CH3:4])[CH3:3].CCCCC.F[C:12]1[CH:17]=[CH:16][CH:15]=[CH:14][C:13]=1[C:18]1[O:19][CH2:20][C:21]([CH3:24])([CH3:23])[N:22]=1. Product: [C:2]([C:12]1[CH:17]=[CH:16][CH:15]=[CH:14][C:13]=1[C:18]1[O:19][CH2:20][C:21]([CH3:24])([CH3:23])[N:22]=1)([CH3:5])([CH3:4])[CH3:3]. The catalyst class is: 1. (2) Reactant: Cl[C:2]1[N:10]=[C:9]([C:11](=[O:16])[CH2:12][CH2:13][CH2:14][CH3:15])[N:8]=[C:7]2[C:3]=1[N:4]=[CH:5][N:6]2[CH:17]1[CH2:21][CH2:20][CH2:19][O:18]1.[NH3:22]. Product: [NH2:22][C:2]1[N:10]=[C:9]([C:11](=[O:16])[CH2:12][CH2:13][CH2:14][CH3:15])[N:8]=[C:7]2[C:3]=1[N:4]=[CH:5][N:6]2[CH:17]1[CH2:21][CH2:20][CH2:19][O:18]1. The catalyst class is: 5. (3) Reactant: [Cr](O[Cr]([O-])(=O)=O)([O-])(=O)=O.[NH+]1C=CC=CC=1.[NH+]1C=CC=CC=1.[CH3:22][CH:23]1[CH:32]2[C:27]([C:34]3[CH:39]=[CH:38][CH:37]=[CH:36][CH:35]=3)([CH:28]([OH:33])[CH2:29][CH2:30][CH2:31]2)[CH2:26][CH2:25][C:24]21[O:43][CH2:42][CH2:41][O:40]2. Product: [CH3:22][CH:23]1[CH:32]2[C:27]([C:34]3[CH:39]=[CH:38][CH:37]=[CH:36][CH:35]=3)([C:28](=[O:33])[CH2:29][CH2:30][CH2:31]2)[CH2:26][CH2:25][C:24]21[O:40][CH2:41][CH2:42][O:43]2. The catalyst class is: 4. (4) Reactant: [CH:1]([C:4]1[C:8]([CH2:9][CH2:10][CH2:11][OH:12])=[CH:7][N:6]([C:13]2[CH:18]=[CH:17][C:16]([C:19]([F:22])([F:21])[F:20])=[CH:15][N:14]=2)[N:5]=1)([CH3:3])[CH3:2].[CH2:23]([O:25][C:26]1[C:27](O)=[C:28]([CH2:32][C:33]([O:35]C)=[O:34])[CH:29]=[CH:30][CH:31]=1)[CH3:24].C(P(CCCC)CCCC)CCC.N(C(N1CCCCC1)=O)=NC(N1CCCCC1)=O. Product: [CH2:23]([O:25][C:26]1[C:27]([O:12][CH2:11][CH2:10][CH2:9][C:8]2[C:4]([CH:1]([CH3:3])[CH3:2])=[N:5][N:6]([C:13]3[CH:18]=[CH:17][C:16]([C:19]([F:21])([F:20])[F:22])=[CH:15][N:14]=3)[CH:7]=2)=[C:28]([CH2:32][C:33]([OH:35])=[O:34])[CH:29]=[CH:30][CH:31]=1)[CH3:24]. The catalyst class is: 7. (5) Reactant: [NH2:1][C:2]1[CH:3]=[N:4][C:5]2[C:10]([C:11]=1[NH:12][NH:13][C:14]([O:16][C:17]([CH3:20])([CH3:19])[CH3:18])=[O:15])=[CH:9][CH:8]=[CH:7][CH:6]=2.[CH:21](OCC)(OCC)OCC.Cl.N1C=CC=CC=1. Product: [N:12]1([NH:13][C:14](=[O:15])[O:16][C:17]([CH3:20])([CH3:19])[CH3:18])[C:11]2[C:10]3[CH:9]=[CH:8][CH:7]=[CH:6][C:5]=3[N:4]=[CH:3][C:2]=2[N:1]=[CH:21]1. The catalyst class is: 648. (6) Reactant: [N:1]([CH:4]([C:6]1[N:7]=[C:8]2[S:16][CH:15]=[C:14]([CH3:17])[N:9]2[C:10](=[O:13])[C:11]=1Br)[CH3:5])=[N+:2]=[N-:3].[F:18][C:19]1[CH:20]=[C:21](B(O)O)[CH:22]=[C:23]([F:25])[CH:24]=1.C(=O)([O-])[O-].[Na+].[Na+]. The catalyst class is: 667. Product: [N:1]([CH:4]([C:6]1[N:7]=[C:8]2[S:16][CH:15]=[C:14]([CH3:17])[N:9]2[C:10](=[O:13])[C:11]=1[C:21]1[CH:20]=[C:19]([F:18])[CH:24]=[C:23]([F:25])[CH:22]=1)[CH3:5])=[N+:2]=[N-:3]. (7) Reactant: FC(F)(F)C(O)=O.C(OC(N(CC1C=CC(OC)=C(Cl)C=1)C1NC2C=C([O:25][S:26]([C:29]3[CH:34]=[CH:33][C:32]([F:35])=[CH:31][CH:30]=3)(=[O:28])=[O:27])C=CC=2N=1)=O)(C)(C)C.C(=O)(O)[O-].[Na+].O. Product: [F:35][C:32]1[CH:31]=[CH:30][C:29]([S:26]([OH:28])(=[O:25])=[O:27])=[CH:34][CH:33]=1. The catalyst class is: 4.